From a dataset of Experimentally validated miRNA-target interactions with 360,000+ pairs, plus equal number of negative samples. Binary Classification. Given a miRNA mature sequence and a target amino acid sequence, predict their likelihood of interaction. (1) The miRNA is mmu-miR-6940-3p with sequence UUACCUUCCGUGCUUGCCCGCAG. The protein sequence of the target gene is MRRAPAAERLLELGFPPRCGRQEPPFPLGVTRGWGRWPIQKRREGARPVPFSERSQEDGRGPAARSSGTLWRIRTRLSLCRDPEPPPPLCLLRVSLLCALRAGGRGSRWGEDGARLLLLPPARAAGNGEAEPSGGPSYAGRMLESSGCKALKEGVLEKRSDGLLQLWKKKCCILTEEGLLLIPPKQLQHQQQQQQQQQQQQQQQPGQGPAEPSQPSGPAVASLEPPVKLKELHFSNMKTVDCVERKGKYMYFTVVMAEGKEIDFRCPQDQGWNAEITLQMVQYKNRQAILAVKSTRQKQQ.... Result: 0 (no interaction). (2) The miRNA is mmu-miR-96-5p with sequence UUUGGCACUAGCACAUUUUUGCU. The protein sequence of the target gene is MEDKQETCPKGDSDFVSDKVNFKTEEDDDQTPCHSLEQVDFKSESEDMRQTDSGDEQADIRAASCACQPSGKFLAAESEDDYGSLFSQYSSTLYSVAMEAVTQSLLSSRHISSRKKSPAWKHFFISPRDSTKAICTYCMKEFSRGKNEKDLSTSCLMRHVRRAHPTKLIQENGSLSAGSSFSPPSLLLPPQPADVGDLSTVLSPVRLVQKMAPKIPSPDQIMEESVTVVSSEELSSDVSVTEKYSREEALAGSSPNLSMLHYDDASETMADRNLSLPKSTSGSRRRSAVWKHFYLSPLDS.... Result: 0 (no interaction). (3) The miRNA is hsa-miR-1322 with sequence GAUGAUGCUGCUGAUGCUG. The protein sequence of the target gene is MSAARESHPHGVKRSASPDDDLGSSNWEAADLGNEERKQKFLRLMGAGKKEHTGRLVIGDHKSTSHFRTGEEDKKINEELESQYQQSMDSKLSGRYRRHCGLGFSEVEDHDGEGDVAGDDDDDDDDSPDPESPDDSESDSESEKEESAEELQAAEHPDEVEDPKNKKDAKSNYKMMFVKSSGS. Result: 1 (interaction). (4) Result: 0 (no interaction). The protein sequence of the target gene is MYSSPLCLTQDEFHPFIEALLPHVRAFAYTWFNLQARKRKYFKKHEKRMSKDEERAVKDELLGEKPEVKQKWASRLLAKLRKDIRPECREDFVLSITGKKAPGCVLSNPDQKGKMRRIDCLRQADKVWRLDLVMVILFKGIPLESTDGERLVKAAQCGHPVLCVQPHHIGVAVKELDLYLAYFVRERDAEQSGSPRTGMGSDQEDSKPITLDTTDFQESFVTSGVFSVTELIQVSRTPVVTGTGPNFSLGELQGHLAYDLNPASTGLRRTLPSTSSSGSKRHKSGSMEEDVDTSPGGDYY.... The miRNA is hsa-miR-30a-5p with sequence UGUAAACAUCCUCGACUGGAAG. (5) The miRNA is hsa-miR-6891-5p with sequence UAAGGAGGGGGAUGAGGGG. The protein sequence of the target gene is MASDDFDIVIEAMLEAPYKKEEDEQQRKEVKKDYPSNTTSSTSNSGNETSGSSTIGETSKKKRSRSHNKSRDRKRSRSRDRDRYRRRNSRSRSPGRQCRHRSRSWDRRHGSESRSRDHRREDRVHYRSPPLATGYRYGHSKSPHFREKSPVREPVDNLSPEERDARTVFCMQLAARIRPRDLEDFFSAVGKVRDVRIISDRNSRRSKGIAYVEFCEIQSVPLAIGLTGQRLLGVPIIVQASQAEKNRLAAMANNLQKGNGGPMRLYVGSLHFNITEDMLRGIFEPFGKIDNIVLMKDSDT.... Result: 1 (interaction). (6) The miRNA is hsa-miR-6826-3p with sequence CUCCCCUCUCUUUCCUGUUCAG. The protein sequence of the target gene is MKEPLDGECGKAVVPQQELLDKIKEEPDNAQEYGCVQQPKTQESKLKIGGVSSVNERPIAQQLNPGFQLSFASSGPSVLLPSVPAVAIKVFCSGCKKMLYKGQTAYHKTGSTQLFCSTRCITRHSSPACLPPPPKKTCTNCSKDILNPKDVITTRFENSYPSKDFCSQSCLSSYELKKKPVVTIYTKSISTKCSMCQKNADTRFEVKYQNVVHGLCSDACFSKFHSTNNLTMNCCENCGSYCYSSSGPCQSQKVFSSTSVTAYKQNSAQIPPYALGKSLRPSAEMIETTNDSGKTELFCS.... Result: 0 (no interaction). (7) The miRNA is hsa-miR-6515-5p with sequence UUGGAGGGUGUGGAAGACAUC. The protein sequence of the target gene is METDLNSQDRKDLDKFIKFFALKTVQVIVQARLGEKICTRSSSSPTGSDWFNLAIKDIPEVTHEAKKALAGQLPAVGRSMCVEISLKTSEGDSMELEIWCLEMNEKCDKEIKVSYTVYNRLSLLLKSLLAITRVTPAYRLSRKQGHEYVILYRIYFGEVQLSGLGEGFQTVRVGTVGTPVGTITLSCAYRINLAFMSTRQFERTPPIMGIIIDHFVDRPYPSSSPMHPCNYRTAGEDTGVIYPSVEDSQEVCTTSFSTSPPSQLSSSRLSYQPAALGVGSADLAYPVVFAAGLNATHPHQ.... Result: 1 (interaction). (8) The miRNA is hsa-miR-4493 with sequence AGAAGGCCUUUCCAUCUCUGU. The protein sequence of the target gene is MAKAAASSSLEDLDLSGEEVQRLTSAFQDPEFRRMFSQYAEELTDPENRRRYEAEITALERERGVEVRFVHPEPGHVLRTSLDGARRCFVNVCSNALVGAPSSRPGSGGDRGAAPGSHWSLPYSLAPGREYAGRSSSRYMVYDVVFHPDALALARRHEGFRQMLDATALEAVEKQFGVKLDRRNAKTLKAKYKGTPEAAVLRTPLPGVIPARPDGEPKGPLPDFPYPYQYPAAPGPRAPSPPEAALQPAPTEPRYSVVQRHHVDLQDYRCSRDSAPSPVPHELVITIELPLLRSAEQAAL.... Result: 1 (interaction).